Dataset: Peptide-MHC class I binding affinity with 185,985 pairs from IEDB/IMGT. Task: Regression. Given a peptide amino acid sequence and an MHC pseudo amino acid sequence, predict their binding affinity value. This is MHC class I binding data. (1) The peptide sequence is AYIAFPTSCHMFI. The binding affinity (normalized) is 0.518. The MHC is HLA-A02:03 with pseudo-sequence HLA-A02:03. (2) The peptide sequence is RQTALFLLKLA. The MHC is HLA-B27:05 with pseudo-sequence HLA-B27:05. The binding affinity (normalized) is 0.500. (3) The peptide sequence is FLHGGDFGV. The MHC is HLA-A02:12 with pseudo-sequence HLA-A02:12. The binding affinity (normalized) is 1.00. (4) The peptide sequence is PVYISQFSY. The MHC is HLA-A02:03 with pseudo-sequence HLA-A02:03. The binding affinity (normalized) is 0.169. (5) The peptide sequence is AELLNNQFGT. The binding affinity (normalized) is 0.283. The MHC is HLA-B40:01 with pseudo-sequence HLA-B40:01. (6) The peptide sequence is VQTKPGIFK. The MHC is HLA-A03:01 with pseudo-sequence HLA-A03:01. The binding affinity (normalized) is 0.481.